This data is from Peptide-MHC class I binding affinity with 185,985 pairs from IEDB/IMGT. The task is: Regression. Given a peptide amino acid sequence and an MHC pseudo amino acid sequence, predict their binding affinity value. This is MHC class I binding data. (1) The peptide sequence is YSVLNTFQA. The MHC is H-2-Db with pseudo-sequence H-2-Db. The binding affinity (normalized) is 0.542. (2) The peptide sequence is LFYSKVRKY. The MHC is H-2-Kd with pseudo-sequence H-2-Kd. The binding affinity (normalized) is 0. (3) The peptide sequence is RVYEALYYV. The MHC is HLA-A68:01 with pseudo-sequence HLA-A68:01. The binding affinity (normalized) is 0. (4) The peptide sequence is ILATLNTLIT. The MHC is HLA-A02:06 with pseudo-sequence HLA-A02:06. The binding affinity (normalized) is 0.404. (5) The peptide sequence is SGFYFAML. The MHC is H-2-Kb with pseudo-sequence H-2-Kb. The binding affinity (normalized) is 1.00. (6) The peptide sequence is QPTLIGANA. The MHC is HLA-B35:01 with pseudo-sequence HLA-B35:01. The binding affinity (normalized) is 0.0641. (7) The peptide sequence is SVAWSASACH. The MHC is HLA-A03:01 with pseudo-sequence HLA-A03:01. The binding affinity (normalized) is 0.170. (8) The MHC is HLA-B08:01 with pseudo-sequence HLA-B08:01. The peptide sequence is KVMVICYAY. The binding affinity (normalized) is 0.0847.